The task is: Regression. Given two drug SMILES strings and cell line genomic features, predict the synergy score measuring deviation from expected non-interaction effect.. This data is from NCI-60 drug combinations with 297,098 pairs across 59 cell lines. Drug 1: CCCS(=O)(=O)NC1=C(C(=C(C=C1)F)C(=O)C2=CNC3=C2C=C(C=N3)C4=CC=C(C=C4)Cl)F. Drug 2: CNC(=O)C1=NC=CC(=C1)OC2=CC=C(C=C2)NC(=O)NC3=CC(=C(C=C3)Cl)C(F)(F)F. Cell line: RPMI-8226. Synergy scores: CSS=8.22, Synergy_ZIP=-3.71, Synergy_Bliss=-9.38, Synergy_Loewe=-25.0, Synergy_HSA=-12.6.